This data is from Full USPTO retrosynthesis dataset with 1.9M reactions from patents (1976-2016). The task is: Predict the reactants needed to synthesize the given product. (1) The reactants are: [O:1]1[C:5]2[CH:6]=[CH:7][C:8]([C:10]([O:12]C)=[O:11])=[CH:9][C:4]=2[CH:3]=[CH:2]1.[Br:14]Br.C([O-])(O)=O.[Na+].C([O-])([O-])=O.[K+].[K+]. Given the product [Br:14][C:3]1[C:4]2[CH:9]=[C:8]([C:10]([OH:12])=[O:11])[CH:7]=[CH:6][C:5]=2[O:1][CH:2]=1, predict the reactants needed to synthesize it. (2) Given the product [CH3:17][C:18]1([CH3:32])[CH2:23][O:22][B:21]([C:2]2[CH:16]=[CH:15][C:5]([O:6][CH2:7][CH2:8][N:9]3[CH2:14][CH2:13][O:12][CH2:11][CH2:10]3)=[CH:4][CH:3]=2)[O:20][CH2:19]1, predict the reactants needed to synthesize it. The reactants are: Br[C:2]1[CH:16]=[CH:15][C:5]([O:6][CH2:7][CH2:8][N:9]2[CH2:14][CH2:13][O:12][CH2:11][CH2:10]2)=[CH:4][CH:3]=1.[CH3:17][C:18]1([CH3:32])[CH2:23][O:22][B:21]([B:21]2[O:22][CH2:23][C:18]([CH3:32])([CH3:17])[CH2:19][O:20]2)[O:20][CH2:19]1.CC([O-])=O.[K+].C(OCC)(=O)C. (3) The reactants are: [SH:1][C:2]1[S:3][CH:4]=[N:5][N:6]=1.[N:7]1[C:15]2[C:10](=[N:11][CH:12]=[CH:13][CH:14]=2)[S:9][C:8]=1[NH2:16].Cl[C:18]1[C:19]2[N:27]=[C:26](Cl)[CH:25]=[CH:24][C:20]=2[N:21]=[CH:22][N:23]=1. Given the product [S:3]1[CH:4]=[N:5][N:6]=[C:2]1[S:1][C:26]1[CH:25]=[CH:24][C:20]2[N:21]=[CH:22][N:23]=[C:18]([NH:16][C:8]3[S:9][C:10]4[C:15]([N:7]=3)=[CH:14][CH:13]=[CH:12][N:11]=4)[C:19]=2[N:27]=1, predict the reactants needed to synthesize it. (4) Given the product [NH:3]1[C:7]2[CH:8]=[CH:9][CH:10]=[CH:11][C:6]=2[N:5]=[C:4]1[C@H:12]([NH:22][C:23]([NH:24][CH2:25][CH2:26][N:27]1[CH2:32][CH2:31][NH:30][CH2:29][CH2:28]1)=[O:40])[CH2:13][C:14]1[CH:19]=[CH:18][C:17]([O:20][CH3:21])=[CH:16][CH:15]=1, predict the reactants needed to synthesize it. The reactants are: N#N.[NH:3]1[C:7]2[CH:8]=[CH:9][CH:10]=[CH:11][C:6]=2[N:5]=[C:4]1[C@H:12]([NH:22][C:23](=[O:40])[NH:24][CH2:25][CH2:26][N:27]1[CH2:32][CH2:31][N:30](C(OC(C)(C)C)=O)[CH2:29][CH2:28]1)[CH2:13][C:14]1[CH:19]=[CH:18][C:17]([O:20][CH3:21])=[CH:16][CH:15]=1.FC(F)(F)S(O[Si](C(C)(C)C)(C)C)(=O)=O. (5) The reactants are: [CH3:1][NH:2][N:3]=[CH:4][C:5](=[O:7])[CH3:6].[CH2:8]([C:14]1[CH:19]=[CH:18][C:17]([C:20](=O)[CH:21]=[O:22])=[CH:16][CH:15]=1)[CH2:9][CH2:10][CH2:11][CH2:12][CH3:13].C(Cl)(Cl)Cl.CCCCCC.C(OCC)(=O)C. Given the product [CH2:8]([C:14]1[CH:19]=[CH:18][C:17]([C:20]2[N:2]([CH3:1])[N:3]=[C:4]([C:5](=[O:7])[CH3:6])[C:21]=2[OH:22])=[CH:16][CH:15]=1)[CH2:9][CH2:10][CH2:11][CH2:12][CH3:13], predict the reactants needed to synthesize it.